Dataset: Full USPTO retrosynthesis dataset with 1.9M reactions from patents (1976-2016). Task: Predict the reactants needed to synthesize the given product. Given the product [CH3:1][C:2]1([CH3:23])[O:6][N:5]=[C:4]([S:7]([CH2:8][C:9]2[C:14](=[O:15])[N:13]3[CH2:16][CH2:17][CH2:18][C:12]3=[N:11][C:10]=2[C:19]([F:22])([F:20])[F:21])=[O:24])[CH2:3]1, predict the reactants needed to synthesize it. The reactants are: [CH3:1][C:2]1([CH3:23])[O:6][N:5]=[C:4]([S:7][CH2:8][C:9]2[C:14](=[O:15])[N:13]3[CH2:16][CH2:17][CH2:18][C:12]3=[N:11][C:10]=2[C:19]([F:22])([F:21])[F:20])[CH2:3]1.[OH:24]OS([O-])=O.[K+].S([O-])(O[O-])(=O)=O.[K+].[K+].